Predict the reaction yield, written as a fraction of the theoretical maximum amount of product (1.0 means a 100% yield; for example, 0.34 means a 34% yield). From a dataset of Reaction yield outcomes from USPTO patents with 853,638 reactions. (1) The reactants are [N:1]([CH2:4][CH2:5][CH2:6][O:7][C:8]1[CH:16]=[C:15]2[C:11]([CH:12]=[N:13][NH:14]2)=[CH:10][C:9]=1[NH:17][C:18]1[C:19]2[C:26]3[CH2:27][CH2:28][CH:29]([C:31]([N:33]([CH3:35])[CH3:34])=[O:32])[CH2:30][C:25]=3[S:24][C:20]=2[N:21]=[CH:22][N:23]=1)=[N+]=[N-].C(P(CCCC)CCCC)CCC.N. The catalyst is O1CCCC1. The product is [NH2:1][CH2:4][CH2:5][CH2:6][O:7][C:8]1[CH:16]=[C:15]2[C:11]([CH:12]=[N:13][NH:14]2)=[CH:10][C:9]=1[NH:17][C:18]1[C:19]2[C:26]3[CH2:27][CH2:28][CH:29]([C:31]([N:33]([CH3:34])[CH3:35])=[O:32])[CH2:30][C:25]=3[S:24][C:20]=2[N:21]=[CH:22][N:23]=1. The yield is 0.120. (2) The reactants are Br[C:2]1[CH:7]=[CH:6][C:5]([O:8][CH:9]([F:11])[F:10])=[C:4]([O:12][CH3:13])[C:3]=1[O:14][CH2:15][C:16]1[CH:21]=[CH:20][C:19]([S:22]([CH3:25])(=[O:24])=[O:23])=[CH:18][CH:17]=1.C(=O)([O-])[O-].[Cs+].[Cs+].CC1(C)C(C)(C)OB([C:40]2[CH:41]=[C:42]3[C:46](=[CH:47][CH:48]=2)[C:45](=[O:49])[NH:44][CH2:43]3)O1. The catalyst is CN(C)C=O.[Pd].C1(P(C2C=CC=CC=2)C2C=CC=CC=2)C=CC=CC=1.C1(P(C2C=CC=CC=2)C2C=CC=CC=2)C=CC=CC=1.C1(P(C2C=CC=CC=2)C2C=CC=CC=2)C=CC=CC=1.C1(P(C2C=CC=CC=2)C2C=CC=CC=2)C=CC=CC=1. The product is [F:10][CH:9]([F:11])[O:8][C:5]1[CH:6]=[CH:7][C:2]([C:40]2[CH:41]=[C:42]3[C:46](=[CH:47][CH:48]=2)[C:45](=[O:49])[NH:44][CH2:43]3)=[C:3]([O:14][CH2:15][C:16]2[CH:21]=[CH:20][C:19]([S:22]([CH3:25])(=[O:24])=[O:23])=[CH:18][CH:17]=2)[C:4]=1[O:12][CH3:13]. The yield is 0.220.